This data is from Forward reaction prediction with 1.9M reactions from USPTO patents (1976-2016). The task is: Predict the product of the given reaction. (1) Given the reactants C[C:2](C1C=CC(O)=CC=1)([C:4]1[CH:5]=[CH:6][C:7]([OH:10])=CC=1)C.C=O.[NH2:20][CH2:21][CH2:22][CH2:23][Si](OCC)(OCC)OCC, predict the reaction product. The product is: [O:10]1[C:7]2[CH:6]=[CH:5][CH:4]=[CH:2][C:23]=2[CH:22]=[CH:21][NH:20]1. (2) Given the reactants Br[CH2:2][C:3]1[CH:12]=[CH:11][C:6]([C:7]([O:9][CH3:10])=[O:8])=[CH:5][CH:4]=1.[F:13][C:14]([F:30])([F:29])[O:15][C:16]1[CH:21]=[CH:20][C:19](C2C=CC(O)=CC=2)=[CH:18][CH:17]=1.CCOC(C)=O, predict the reaction product. The product is: [F:13][C:14]([F:29])([F:30])[O:15][C:16]1[CH:21]=[CH:20][C:19]([CH2:2][C:3]2[CH:12]=[CH:11][C:6]([C:7]([O:9][CH3:10])=[O:8])=[CH:5][CH:4]=2)=[CH:18][CH:17]=1. (3) Given the reactants OC1C=CC=C2C=1C(=O)CC(C1C=CC(OC)=C(O)C=1)O2.[CH3:22][C:23]([C:25]1[C:26]([OH:33])=[CH:27][C:28]([OH:32])=[CH:29][C:30]=1[OH:31])=[O:24].[OH:34][C:35]1[CH:36]=[C:37]([CH:40]=[CH:41][C:42]=1[O:43][CH2:44][CH2:45][CH3:46])[CH:38]=O, predict the reaction product. The product is: [OH:33][C:26]1[CH:27]=[C:28]([OH:32])[CH:29]=[C:30]2[C:25]=1[C:23](=[O:24])[CH2:22][CH:38]([C:37]1[CH:40]=[CH:41][C:42]([O:43][CH2:44][CH2:45][CH3:46])=[C:35]([OH:34])[CH:36]=1)[O:31]2. (4) Given the reactants [CH3:1][NH:2][CH2:3][CH2:4][NH:5][CH3:6].C([O-])([O-])=O.[K+].[K+].[C:13](Cl)(=[O:16])[CH:14]=[CH2:15], predict the reaction product. The product is: [CH3:1][N:2]([CH2:3][CH2:4][NH:5][CH3:6])[C:13](=[O:16])[CH:14]=[CH2:15].